From a dataset of Full USPTO retrosynthesis dataset with 1.9M reactions from patents (1976-2016). Predict the reactants needed to synthesize the given product. Given the product [C:1]([O:5][C:6]([N:8]1[CH2:12][CH2:11][CH:10]([CH3:13])[CH:9]1[CH2:14][C:15]1[C:23]2[C:18](=[CH:19][C:20]([F:24])=[CH:21][CH:22]=2)[NH:17][CH:16]=1)=[O:7])([CH3:2])([CH3:3])[CH3:4], predict the reactants needed to synthesize it. The reactants are: [C:1]([O:5][C:6]([N:8]1[CH2:12][CH2:11][CH:10]([CH3:13])[CH:9]1[CH2:14][C:15]1[C:23]2[C:18](=[CH:19][C:20]([F:24])=[CH:21][CH:22]=2)[N:17](C(=O)C)[CH:16]=1)=[O:7])([CH3:4])([CH3:3])[CH3:2].[OH-].[Na+].